Dataset: Full USPTO retrosynthesis dataset with 1.9M reactions from patents (1976-2016). Task: Predict the reactants needed to synthesize the given product. (1) Given the product [Cl:22][C:6]1[C:5]2[C:10](=[CH:11][CH:12]=[C:3]([O:2][CH3:1])[CH:4]=2)[N:9]=[C:8]([C:13]2[CH:14]=[N:15][CH:16]=[CH:17][CH:18]=2)[N:7]=1, predict the reactants needed to synthesize it. The reactants are: [CH3:1][O:2][C:3]1[CH:4]=[C:5]2[C:10](=[CH:11][CH:12]=1)[N:9]=[C:8]([C:13]1[CH:14]=[N:15][CH:16]=[CH:17][CH:18]=1)[N:7]=[C:6]2O.O=S(Cl)[Cl:22].[NH4+].[OH-]. (2) The reactants are: [N:1]1([C:7]2[CH:12]=[CH:11][C:10]([OH:13])=[CH:9][CH:8]=2)[CH2:6][CH2:5][NH:4][CH2:3][CH2:2]1.C(N(CC)CC)C.[C:21]1([C:31](Cl)=[O:32])[C:30]2[C:25](=[CH:26][CH:27]=[CH:28][CH:29]=2)[CH:24]=[CH:23][CH:22]=1. Given the product [C:21]1([C:31]([N:4]2[CH2:3][CH2:2][N:1]([C:7]3[CH:8]=[CH:9][C:10]([OH:13])=[CH:11][CH:12]=3)[CH2:6][CH2:5]2)=[O:32])[C:30]2[C:25](=[CH:26][CH:27]=[CH:28][CH:29]=2)[CH:24]=[CH:23][CH:22]=1, predict the reactants needed to synthesize it. (3) Given the product [CH3:1][O:2][CH:3]1[CH2:4][CH2:5][N:6]([C:9]2[CH:18]=[CH:17][CH:16]=[C:15]3[C:10]=2[CH2:11][CH2:12][NH:13][CH2:14]3)[CH2:7][CH2:8]1, predict the reactants needed to synthesize it. The reactants are: [CH3:1][O:2][CH:3]1[CH2:8][CH2:7][N:6]([C:9]2[CH:18]=[CH:17][CH:16]=[C:15]3[C:10]=2[CH:11]=[CH:12][N:13]=[CH:14]3)[CH2:5][CH2:4]1. (4) Given the product [O:35]=[C:34]1[NH:30][CH2:5][C:6]2([CH2:7][C@@H:8]([C:18]([O:20][C:21]([CH3:24])([CH3:23])[CH3:22])=[O:19])[N:9]([C:11]([O:13][C:14]([CH3:17])([CH3:16])[CH3:15])=[O:12])[CH2:10]2)[O:25]1, predict the reactants needed to synthesize it. The reactants are: C(OC(=O)[CH2:5][C:6]1([OH:25])[CH2:10][N:9]([C:11]([O:13][C:14]([CH3:17])([CH3:16])[CH3:15])=[O:12])[C@H:8]([C:18]([O:20][C:21]([CH3:24])([CH3:23])[CH3:22])=[O:19])[CH2:7]1)C.NN.Cl.[N:30]([O-])=O.[Na+].[CH3:34][OH:35].